Task: Regression. Given two drug SMILES strings and cell line genomic features, predict the synergy score measuring deviation from expected non-interaction effect.. Dataset: NCI-60 drug combinations with 297,098 pairs across 59 cell lines (1) Drug 1: C1=NC(=NC(=O)N1C2C(C(C(O2)CO)O)O)N. Drug 2: CN(CCCl)CCCl.Cl. Cell line: HCT116. Synergy scores: CSS=56.7, Synergy_ZIP=-2.10, Synergy_Bliss=-2.34, Synergy_Loewe=-12.6, Synergy_HSA=0.835. (2) Drug 1: CC1C(C(CC(O1)OC2CC(OC(C2O)C)OC3=CC4=CC5=C(C(=O)C(C(C5)C(C(=O)C(C(C)O)O)OC)OC6CC(C(C(O6)C)O)OC7CC(C(C(O7)C)O)OC8CC(C(C(O8)C)O)(C)O)C(=C4C(=C3C)O)O)O)O. Drug 2: CCN(CC)CCCC(C)NC1=C2C=C(C=CC2=NC3=C1C=CC(=C3)Cl)OC. Cell line: HS 578T. Synergy scores: CSS=60.4, Synergy_ZIP=0.520, Synergy_Bliss=1.81, Synergy_Loewe=-23.2, Synergy_HSA=-0.694. (3) Drug 1: C1=CC(=CC=C1CC(C(=O)O)N)N(CCCl)CCCl.Cl. Drug 2: C(CCl)NC(=O)N(CCCl)N=O. Cell line: U251. Synergy scores: CSS=26.6, Synergy_ZIP=-3.97, Synergy_Bliss=1.87, Synergy_Loewe=-6.07, Synergy_HSA=1.69. (4) Drug 1: CC1=C2C(C(=O)C3(C(CC4C(C3C(C(C2(C)C)(CC1OC(=O)C(C(C5=CC=CC=C5)NC(=O)OC(C)(C)C)O)O)OC(=O)C6=CC=CC=C6)(CO4)OC(=O)C)OC)C)OC. Drug 2: CN(CC1=CN=C2C(=N1)C(=NC(=N2)N)N)C3=CC=C(C=C3)C(=O)NC(CCC(=O)O)C(=O)O. Cell line: HOP-62. Synergy scores: CSS=40.6, Synergy_ZIP=-5.87, Synergy_Bliss=-8.58, Synergy_Loewe=-3.86, Synergy_HSA=-1.99. (5) Drug 1: CC1=C(C(CCC1)(C)C)C=CC(=CC=CC(=CC(=O)O)C)C. Drug 2: CN(CCCl)CCCl.Cl. Cell line: UACC-257. Synergy scores: CSS=4.56, Synergy_ZIP=-3.16, Synergy_Bliss=0.435, Synergy_Loewe=-3.51, Synergy_HSA=0.196.